This data is from NCI-60 drug combinations with 297,098 pairs across 59 cell lines. The task is: Regression. Given two drug SMILES strings and cell line genomic features, predict the synergy score measuring deviation from expected non-interaction effect. Drug 1: C1=CC(=CC=C1CCCC(=O)O)N(CCCl)CCCl. Drug 2: CCN(CC)CCCC(C)NC1=C2C=C(C=CC2=NC3=C1C=CC(=C3)Cl)OC. Cell line: NCI-H522. Synergy scores: CSS=22.0, Synergy_ZIP=0.739, Synergy_Bliss=3.93, Synergy_Loewe=6.34, Synergy_HSA=7.13.